This data is from Full USPTO retrosynthesis dataset with 1.9M reactions from patents (1976-2016). The task is: Predict the reactants needed to synthesize the given product. (1) Given the product [NH2:15][C:12]1[CH:13]=[CH:14][C:6]([Br:5])=[C:7]([CH:11]=1)[C:8]([OH:10])=[O:9], predict the reactants needed to synthesize it. The reactants are: C(O)(=O)C.[Br:5][C:6]1[CH:14]=[CH:13][C:12]([N+:15]([O-])=O)=[CH:11][C:7]=1[C:8]([OH:10])=[O:9].C([O-])([O-])=O.[Na+].[Na+]. (2) Given the product [CH2:19]([O:18][C:16]([C:15](=[CH:11][C:8]1[CH:7]=[C:6]([CH3:5])[S:10][CH:9]=1)[CH2:14][C:13]([OH:22])=[O:21])=[O:17])[CH3:20], predict the reactants needed to synthesize it. The reactants are: CC[O-].[Na+].[CH3:5][C:6]1[S:10][CH:9]=[C:8]([CH:11]=O)[CH:7]=1.[C:13]([O:22]CC)(=[O:21])[CH2:14][CH2:15][C:16]([O:18][CH2:19][CH3:20])=[O:17].